Dataset: Forward reaction prediction with 1.9M reactions from USPTO patents (1976-2016). Task: Predict the product of the given reaction. (1) Given the reactants [CH2:1]([Li])CCC.[CH3:6][O:7][C:8]1[CH:9]=[C:10]([CH:31]=O)[C:11]2[O:15][C:14]([C:16]3[CH:21]=[CH:20][C:19]([O:22][CH3:23])=[CH:18][CH:17]=3)=[C:13]([C:24]3[CH:29]=[CH:28][CH:27]=[CH:26][CH:25]=3)[C:12]=2[CH:30]=1, predict the reaction product. The product is: [CH3:6][O:7][C:8]1[CH:9]=[C:10]([CH:31]=[CH2:1])[C:11]2[O:15][C:14]([C:16]3[CH:21]=[CH:20][C:19]([O:22][CH3:23])=[CH:18][CH:17]=3)=[C:13]([C:24]3[CH:29]=[CH:28][CH:27]=[CH:26][CH:25]=3)[C:12]=2[CH:30]=1. (2) Given the reactants [O:1]=[C:2]1[N:6]([CH:7]([CH2:11][C:12]2[CH:17]=[CH:16][CH:15]=[CH:14][CH:13]=2)[C:8]([OH:10])=[O:9])[C:5](=[S:18])[NH:4][CH2:3]1.[Br:19][C:20]1[CH:25]=[CH:24][C:23]([C:26]2S[C:29]([CH:31]=O)=[CH:28][CH:27]=2)=[CH:22][CH:21]=1.NCCC(O)=[O:37].CO.C(Cl)Cl, predict the reaction product. The product is: [Br:19][C:20]1[CH:25]=[CH:24][C:23]([C:26]2[O:37][C:29](/[CH:31]=[C:3]3/[NH:4][C:5](=[S:18])[N:6]([CH:7]([CH2:11][C:12]4[CH:17]=[CH:16][CH:15]=[CH:14][CH:13]=4)[C:8]([OH:10])=[O:9])[C:2]/3=[O:1])=[CH:28][CH:27]=2)=[CH:22][CH:21]=1. (3) Given the reactants [F:1][C:2]1[CH:7]=[C:6]([I:8])[CH:5]=[CH:4][C:3]=1[NH:9][C:10]1[C:19]2[C:18](=[O:20])[NH:17][CH:16]=[N:15][C:14]=2[N:13]([CH3:21])[C:12](=[O:22])[CH:11]=1.C(=O)([O-])[O-].[K+].[K+].ClC1C=CC([N+]([O-])=O)=CC=1[N+]([O-])=O.CC1(C)[O:47][C@@H:46]([CH2:48][O:49]N)[CH2:45][O:44]1, predict the reaction product. The product is: [OH:47][C@H:46]([CH2:48][OH:49])[CH2:45][O:44][N:17]1[C:18](=[O:20])[C:19]2[C:10]([NH:9][C:3]3[CH:4]=[CH:5][C:6]([I:8])=[CH:7][C:2]=3[F:1])=[CH:11][C:12](=[O:22])[N:13]([CH3:21])[C:14]=2[N:15]=[CH:16]1. (4) Given the reactants [CH3:1][N:2](C(OC(C)(C)C)=O)[NH:3][C:4](=[O:31])[C:5]1[CH:10]=[CH:9][C:8](/[CH:11]=[CH:12]/[CH:13]([C:18]2[CH:23]=[C:22]([Cl:24])[C:21]([Cl:25])=[C:20]([Cl:26])[CH:19]=2)[C:14]([F:17])([F:16])[F:15])=[CH:7][C:6]=1[C:27]([F:30])([F:29])[F:28].Cl, predict the reaction product. The product is: [ClH:24].[CH3:1][NH:2][NH:3][C:4](=[O:31])[C:5]1[CH:10]=[CH:9][C:8](/[CH:11]=[CH:12]/[CH:13]([C:18]2[CH:19]=[C:20]([Cl:26])[C:21]([Cl:25])=[C:22]([Cl:24])[CH:23]=2)[C:14]([F:15])([F:16])[F:17])=[CH:7][C:6]=1[C:27]([F:29])([F:28])[F:30]. (5) Given the reactants [NH:1]1[C:5]2=[N:6][CH:7]=[C:8]([O:10][C:11]3[CH:46]=[C:45]([N:47]4[CH2:52][CH2:51][N:50]([CH2:53][C:54]5[CH2:59][CH2:58][C:57]([CH3:61])([CH3:60])[CH2:56][C:55]=5[C:62]5[CH:67]=[CH:66][C:65]([Cl:68])=[CH:64][CH:63]=5)[CH2:49][CH2:48]4)[CH:44]=[CH:43][C:12]=3[C:13]([NH:15][S:16]([C:19]3[CH:24]=[CH:23][C:22]([NH:25][CH2:26][CH2:27][CH2:28][N:29]([CH:37]4[CH2:39][CH2:38]4)C(=O)OC(C)(C)C)=[C:21]([N+:40]([O-:42])=[O:41])[CH:20]=3)(=[O:18])=[O:17])=[O:14])[CH:9]=[C:4]2[CH:3]=[CH:2]1.FC(F)(F)C(O)=O, predict the reaction product. The product is: [Cl:68][C:65]1[CH:64]=[CH:63][C:62]([C:55]2[CH2:56][C:57]([CH3:60])([CH3:61])[CH2:58][CH2:59][C:54]=2[CH2:53][N:50]2[CH2:51][CH2:52][N:47]([C:45]3[CH:44]=[CH:43][C:12]([C:13]([NH:15][S:16]([C:19]4[CH:24]=[CH:23][C:22]([NH:25][CH2:26][CH2:27][CH2:28][NH:29][CH:37]5[CH2:38][CH2:39]5)=[C:21]([N+:40]([O-:42])=[O:41])[CH:20]=4)(=[O:18])=[O:17])=[O:14])=[C:11]([O:10][C:8]4[CH:9]=[C:4]5[CH:3]=[CH:2][NH:1][C:5]5=[N:6][CH:7]=4)[CH:46]=3)[CH2:48][CH2:49]2)=[CH:67][CH:66]=1. (6) Given the reactants [CH3:1][C:2]([S:5](/[N:7]=[CH:8]\[C:9]1[CH:10]=[N:11][C:12]([C:15]([F:18])([F:17])[F:16])=[N:13][CH:14]=1)=[O:6])([CH3:4])[CH3:3].[CH3:19][Li], predict the reaction product. The product is: [CH3:4][C:2]([S:5]([NH:7][C@@H:8]([C:9]1[CH:14]=[N:13][C:12]([C:15]([F:18])([F:17])[F:16])=[N:11][CH:10]=1)[CH3:19])=[O:6])([CH3:1])[CH3:3]. (7) Given the reactants [NH2:1][C:2]([C:5]1[CH:6]=[C:7]([CH:9]=[C:10]([C:12]([F:15])([F:14])[F:13])[CH:11]=1)[NH2:8])([CH3:4])[CH3:3].[C:16](O[C:16]([O:18][C:19]([CH3:22])([CH3:21])[CH3:20])=[O:17])([O:18][C:19]([CH3:22])([CH3:21])[CH3:20])=[O:17], predict the reaction product. The product is: [NH2:8][C:7]1[CH:6]=[C:5]([C:2]([NH:1][C:16](=[O:17])[O:18][C:19]([CH3:22])([CH3:21])[CH3:20])([CH3:4])[CH3:3])[CH:11]=[C:10]([C:12]([F:13])([F:14])[F:15])[CH:9]=1.